The task is: Predict the product of the given reaction.. This data is from Forward reaction prediction with 1.9M reactions from USPTO patents (1976-2016). (1) The product is: [CH3:1][N:2]1[CH2:7][CH2:6][N:5]([C:8]([O:10][C@@H:11]2[N:20]([C:21]3[CH:22]=[CH:23][C:24]([Cl:27])=[CH:25][N:26]=3)[C:18](=[O:19])[C:13]3[N:14]=[CH:15][CH:16]=[N:17][C:12]2=3)=[O:9])[CH2:4][CH2:3]1.[S:29]([O-:32])(=[O:31])(=[O:30])[CH3:28]. Given the reactants [CH3:1][N:2]1[CH2:7][CH2:6][N:5]([C:8]([O:10][C@@H:11]2[N:20]([C:21]3[CH:22]=[CH:23][C:24]([Cl:27])=[CH:25][N:26]=3)[C:18](=[O:19])[C:13]3[N:14]=[CH:15][CH:16]=[N:17][C:12]2=3)=[O:9])[CH2:4][CH2:3]1.[CH3:28][S:29]([OH:32])(=[O:31])=[O:30].CN1CCN(C(OC2N(C3C=CC(Cl)=CN=3)C(=O)C3N=CC=NC2=3)=O)CC1, predict the reaction product. (2) Given the reactants [K].[OH:2][C:3]1[C:4]([N:15]2[S:19](=[O:21])(=[O:20])[NH:18][C:17](=[O:22])[CH2:16]2)=[CH:5][C:6]2[CH2:7][C:8]([CH3:14])([CH3:13])[CH2:9][CH2:10][C:11]=2[CH:12]=1.OC1C(N2S(=O)(=O)NC(=O)C2)=CC2CC(C)(C)CCC=2C=1.CC(C)([O-])C.[K+].[C:50](Cl)(=[O:57])[C:51]1[CH:56]=[CH:55][CH:54]=[CH:53][CH:52]=1, predict the reaction product. The product is: [CH3:13][C:8]1([CH3:14])[CH2:9][CH2:10][C:11]2[CH:12]=[C:3]([O:2][C:50](=[O:57])[C:51]3[CH:56]=[CH:55][CH:54]=[CH:53][CH:52]=3)[C:4]([N:15]3[CH2:16][C:17](=[O:22])[NH:18][S:19]3(=[O:21])=[O:20])=[CH:5][C:6]=2[CH2:7]1. (3) Given the reactants [CH2:1]1[C:9]2[C:4](=[CH:5][CH:6]=[CH:7][CH:8]=2)[CH:3]=[CH:2]1.CCCCCCCCCCCC.NC(N)=[O:24].C(=O)(O)[O-].[Na+].OO, predict the reaction product. The product is: [CH:1]12[O:24][CH:2]1[CH2:3][C:4]1[C:9]2=[CH:8][CH:7]=[CH:6][CH:5]=1. (4) Given the reactants Br[C:2]1[CH:7]=[CH:6][N:5]2[C:8]([C:11]([NH:13][C:14]3[CH:19]=[C:18]([C:20](=[O:32])[NH:21][CH2:22][CH2:23][N:24]4[C@H:29]([CH3:30])[CH2:28][CH2:27][CH2:26][C@@H:25]4[CH3:31])[CH:17]=[CH:16][C:15]=3[F:33])=[O:12])=[CH:9][N:10]=[C:4]2[CH:3]=1.[F:34][C:35]1[CH:36]=[C:37](B(O)O)[CH:38]=[CH:39][C:40]=1[C:41]([O:43]C)=[O:42], predict the reaction product. The product is: [CH3:30][C@H:29]1[CH2:28][CH2:27][CH2:26][C@@H:25]([CH3:31])[N:24]1[CH2:23][CH2:22][NH:21][C:20]([C:18]1[CH:17]=[CH:16][C:15]([F:33])=[C:14]([NH:13][C:11]([C:8]2[N:5]3[CH:6]=[CH:7][C:2]([C:37]4[CH:38]=[CH:39][C:40]([C:41]([OH:43])=[O:42])=[C:35]([F:34])[CH:36]=4)=[CH:3][C:4]3=[N:10][CH:9]=2)=[O:12])[CH:19]=1)=[O:32].